This data is from TCR-epitope binding with 47,182 pairs between 192 epitopes and 23,139 TCRs. The task is: Binary Classification. Given a T-cell receptor sequence (or CDR3 region) and an epitope sequence, predict whether binding occurs between them. The epitope is FLNGSCGSV. The TCR CDR3 sequence is CASSLTLGLAGGPNEQFF. Result: 1 (the TCR binds to the epitope).